From a dataset of Reaction yield outcomes from USPTO patents with 853,638 reactions. Predict the reaction yield, written as a fraction of the theoretical maximum amount of product (1.0 means a 100% yield; for example, 0.34 means a 34% yield). (1) The reactants are [Cl:1][C:2]1[CH:3]=[N:4][N:5]([C:7]2[C:8]([C:23]3[CH:24]=[CH:25][C:26]4[O:31][CH2:30][CH2:29][CH2:28][C:27]=4[CH:32]=3)=[C:9]([C:17](=[O:22])[C:18]([O:20][CH3:21])=[O:19])[C:10]([C:13]([F:16])([F:15])[F:14])=[CH:11][CH:12]=2)[CH:6]=1.[BH4-].[Na+].O. The catalyst is CC(O)C(O)C. The product is [Cl:1][C:2]1[CH:3]=[N:4][N:5]([C:7]2[C:8]([C:23]3[CH:24]=[CH:25][C:26]4[O:31][CH2:30][CH2:29][CH2:28][C:27]=4[CH:32]=3)=[C:9]([CH:17]([OH:22])[C:18]([O:20][CH3:21])=[O:19])[C:10]([C:13]([F:16])([F:14])[F:15])=[CH:11][CH:12]=2)[CH:6]=1. The yield is 1.00. (2) The reactants are [CH3:1][N:2]1[CH:6]=[C:5]([C:7](=O)[CH2:8][C:9]2[CH:14]=[CH:13][CH:12]=[CH:11][CH:10]=2)[CH:4]=[N:3]1.NC1C=CC(C2[NH:28][C:27](=[O:29])[NH:26][CH:25]([C:30]3[CH:35]=[C:34]([N+]([O-])=O)[C:33](O)=[C:32]([O:40]CC)[CH:31]=3)C=2C2C=CC=CC=2)=CC=1.N[C:50](N)=[O:51].Cl.CC[OH:56]. No catalyst specified. The product is [OH:40][C:32]1[CH:31]=[C:30]([CH:25]2[C:8]([C:9]3[CH:14]=[CH:13][CH:12]=[CH:11][CH:10]=3)=[C:7]([C:5]3[CH:4]=[N:3][N:2]([CH3:1])[CH:6]=3)[NH:28][C:27](=[O:29])[NH:26]2)[CH:35]=[CH:34][C:33]=1[C:50]([OH:51])=[O:56]. The yield is 0.200.